This data is from Full USPTO retrosynthesis dataset with 1.9M reactions from patents (1976-2016). The task is: Predict the reactants needed to synthesize the given product. (1) Given the product [Cl:13][C:12]([Cl:15])([Cl:14])[C:4]1[N:5]=[C:6]([C:8]([Cl:11])([Cl:10])[Cl:9])[N:7]=[C:2]([N:16]2[CH2:21][CH2:20][O:19][CH2:18][CH2:17]2)[N:3]=1, predict the reactants needed to synthesize it. The reactants are: Cl[C:2]1[N:7]=[C:6]([C:8]([Cl:11])([Cl:10])[Cl:9])[N:5]=[C:4]([C:12]([Cl:15])([Cl:14])[Cl:13])[N:3]=1.[NH:16]1[CH2:21][CH2:20][O:19][CH2:18][CH2:17]1.C(N(CC)C(C)C)(C)C. (2) The reactants are: [C:1]([O:5][C:6]([N:8]1[CH2:13][CH2:12][C:11](=[O:14])[CH2:10][CH:9]1[CH3:15])=[O:7])([CH3:4])([CH3:3])[CH3:2].[C:16]([O:20]C(N1CCC2(OCCO2)CC1)=O)(C)(C)[CH3:17].[Li]C(CC)C.CI. Given the product [C:1]([O:5][C:6]([N:8]1[CH2:13][CH2:12][C:11]2([O:20][CH2:16][CH2:17][O:14]2)[CH2:10][CH:9]1[CH3:15])=[O:7])([CH3:4])([CH3:2])[CH3:3], predict the reactants needed to synthesize it. (3) Given the product [C:1]([N:14]1[CH2:18][CH2:17][CH2:16][CH2:15]1)(=[O:7])[CH2:2][CH2:3][C:4]#[CH:5], predict the reactants needed to synthesize it. The reactants are: [C:1]([OH:7])(=O)[CH2:2][CH2:3][C:4]#[CH:5].C(Cl)(=O)C(Cl)=O.[NH:14]1[CH2:18][CH2:17][CH2:16][CH2:15]1.CCN(CC)CC.